Dataset: Catalyst prediction with 721,799 reactions and 888 catalyst types from USPTO. Task: Predict which catalyst facilitates the given reaction. (1) Reactant: [C:1]([C:4]1[CH:14]=[C:13]([F:15])[CH:12]=[CH:11][C:5]=1[O:6][CH2:7]C(O)=O)(=O)[CH3:2].C([O-])(=O)C.[Na+].C(OC(=O)C)(=O)C. Product: [F:15][C:13]1[CH:12]=[CH:11][C:5]2[O:6][CH:7]=[C:1]([CH3:2])[C:4]=2[CH:14]=1. The catalyst class is: 6. (2) The catalyst class is: 209. Product: [NH2:9][CH2:8][CH:7]([NH:6][C:4](=[O:5])[C:3]1[CH:18]=[CH:19][CH:20]=[CH:21][C:2]=1[OH:1])[CH3:17]. Reactant: [OH:1][C:2]1[CH:21]=[CH:20][CH:19]=[CH:18][C:3]=1[C:4]([NH:6][CH:7]([CH3:17])[CH2:8][NH:9]C(=O)OC(C)(C)C)=[O:5].